From a dataset of Catalyst prediction with 721,799 reactions and 888 catalyst types from USPTO. Predict which catalyst facilitates the given reaction. Reactant: ClC(Cl)(Cl)C(=N)[O:4][C@H:5]1[O:22][C@H:21]([CH2:23][O:24][C:25](=[O:27])[CH3:26])[C@@H:16]([O:17][C:18](=[O:20])[CH3:19])[C@H:11]([O:12][C:13](=[O:15])[CH3:14])[C@@H:6]1[O:7][C:8](=[O:10])[CH3:9].[Br:31][C:32]1[C:37]([Cl:38])=[CH:36][C:35](O)=[CH:34][C:33]=1[Cl:40].[Si](OS(C(F)(F)F)(=O)=O)(C)(C)C.C(O[C@H]1[C@@H](OC(=O)C)[C@H](OC(=O)C)[C@@H](COC(=O)C)O[C@@H]1OC1C=CC(Br)=CC=1Cl)(=O)C. Product: [C:8]([O:7][C@H:6]1[C@@H:11]([O:12][C:13](=[O:15])[CH3:14])[C@H:16]([O:17][C:18](=[O:20])[CH3:19])[C@@H:21]([CH2:23][O:24][C:25](=[O:27])[CH3:26])[O:22][C@@H:5]1[O:4][C:35]1[CH:36]=[C:37]([Cl:38])[C:32]([Br:31])=[C:33]([Cl:40])[CH:34]=1)(=[O:10])[CH3:9]. The catalyst class is: 11.